From a dataset of Forward reaction prediction with 1.9M reactions from USPTO patents (1976-2016). Predict the product of the given reaction. (1) Given the reactants [CH3:1][NH:2][CH2:3][CH2:4][C@@H:5]([C:7]1[S:8][CH:9]=[CH:10][CH:11]=1)[OH:6].C(OCC)(=O)C.[C:18]12([CH2:28][S:29](O)(=[O:31])=[O:30])[C:25]([CH3:27])([CH3:26])[CH:22]([CH2:23][CH2:24]1)[CH2:21][C:19]2=[O:20], predict the reaction product. The product is: [CH3:26][C:25]1([CH3:27])[CH:22]2[CH2:23][CH2:24][C@@:18]1([CH2:28][S:29]([O:6][C@H:5]([C:7]1[S:8][CH:9]=[CH:10][CH:11]=1)[CH2:4][CH2:3][NH:2][CH3:1])(=[O:31])=[O:30])[C:19](=[O:20])[CH2:21]2. (2) Given the reactants [NH2:1][C:2]([NH:4][C:5]([NH2:7])=[S:6])=[S:3].[I:8][CH3:9], predict the reaction product. The product is: [IH:8].[CH3:9][SH:3]=[C:2]([NH:4][C:5]([NH2:7])=[S:6])[NH2:1]. (3) Given the reactants Br[C:2]1[C:6]([C:7]2[CH:8]=[CH:9][C:10]3[O:15][CH2:14][CH2:13][CH2:12][C:11]=3[CH:16]=2)=[C:5]([CH:17]([O:22][C:23]([CH3:26])([CH3:25])[CH3:24])[C:18]([O:20]C)=[O:19])[N:4]([CH3:27])[N:3]=1.C1(P(C2CCCCC2)C2C=CC=CC=2C2C(OC)=CC=CC=2OC)CCCCC1.C(=O)([O-])[O-].[K+].[K+].CC1(C)C(C)(C)OB([C:71]2[CH:75]=[C:74]([CH2:76][CH2:77][CH3:78])[S:73][CH:72]=2)O1.[OH-].[Li+], predict the reaction product. The product is: [C:23]([O:22][CH:17]([C:5]1[N:4]([CH3:27])[N:3]=[C:2]([C:71]2[CH:75]=[C:74]([CH2:76][CH2:77][CH3:78])[S:73][CH:72]=2)[C:6]=1[C:7]1[CH:8]=[CH:9][C:10]2[O:15][CH2:14][CH2:13][CH2:12][C:11]=2[CH:16]=1)[C:18]([OH:20])=[O:19])([CH3:24])([CH3:26])[CH3:25].